This data is from NCI-60 drug combinations with 297,098 pairs across 59 cell lines. The task is: Regression. Given two drug SMILES strings and cell line genomic features, predict the synergy score measuring deviation from expected non-interaction effect. (1) Cell line: DU-145. Synergy scores: CSS=-6.00, Synergy_ZIP=8.99, Synergy_Bliss=12.5, Synergy_Loewe=-1.65, Synergy_HSA=-1.21. Drug 2: C1C(C(OC1N2C=NC3=C2NC=NCC3O)CO)O. Drug 1: COC1=C2C(=CC3=C1OC=C3)C=CC(=O)O2. (2) Drug 1: CNC(=O)C1=CC=CC=C1SC2=CC3=C(C=C2)C(=NN3)C=CC4=CC=CC=N4. Drug 2: C1=C(C(=O)NC(=O)N1)F. Cell line: SW-620. Synergy scores: CSS=37.9, Synergy_ZIP=-1.00, Synergy_Bliss=-3.70, Synergy_Loewe=-4.32, Synergy_HSA=-3.95. (3) Drug 1: CCC1(CC2CC(C3=C(CCN(C2)C1)C4=CC=CC=C4N3)(C5=C(C=C6C(=C5)C78CCN9C7C(C=CC9)(C(C(C8N6C=O)(C(=O)OC)O)OC(=O)C)CC)OC)C(=O)OC)O.OS(=O)(=O)O. Drug 2: CC1CCC2CC(C(=CC=CC=CC(CC(C(=O)C(C(C(=CC(C(=O)CC(OC(=O)C3CCCCN3C(=O)C(=O)C1(O2)O)C(C)CC4CCC(C(C4)OC)OCCO)C)C)O)OC)C)C)C)OC. Cell line: TK-10. Synergy scores: CSS=14.6, Synergy_ZIP=-1.02, Synergy_Bliss=5.15, Synergy_Loewe=-0.789, Synergy_HSA=3.44.